From a dataset of Full USPTO retrosynthesis dataset with 1.9M reactions from patents (1976-2016). Predict the reactants needed to synthesize the given product. (1) Given the product [I:11][C:5]1[C:4]2[C:8](=[CH:9][CH:10]=[C:2]([F:1])[CH:3]=2)[N:7]([CH2:18][CH:16]2[CH2:15][O:14][C:13]([CH3:20])([CH3:12])[O:17]2)[N:6]=1, predict the reactants needed to synthesize it. The reactants are: [F:1][C:2]1[CH:3]=[C:4]2[C:8](=[CH:9][CH:10]=1)[NH:7][N:6]=[C:5]2[I:11].[CH3:12][C:13]1([CH3:20])[O:17][CH:16]([CH2:18]O)[CH2:15][O:14]1. (2) Given the product [Cl:46][C:21]1[CH:20]=[C:19]2[C:24]([C:25]([CH3:34])=[C:26]([C:27]3[CH:32]=[CH:31][CH:30]=[C:29]([OH:33])[CH:28]=3)[CH:17]([C:14]3[CH:15]=[CH:16][C:11]([O:10][CH2:9][CH2:8][N:6]4[CH2:5][CH:4]([CH2:3][F:2])[CH2:7]4)=[CH:12][CH:13]=3)[O:18]2)=[CH:23][C:22]=1[OH:35], predict the reactants needed to synthesize it. The reactants are: Cl.[F:2][CH2:3][CH:4]1[CH2:7][N:6]([CH2:8][CH2:9][O:10][C:11]2[CH:16]=[CH:15][C:14]([CH:17]3[C:26]([C:27]4[CH:32]=[CH:31][CH:30]=[C:29]([OH:33])[CH:28]=4)=[C:25]([CH3:34])[C:24]4[C:19](=[CH:20][CH:21]=[C:22]([OH:35])[CH:23]=4)[O:18]3)=[CH:13][CH:12]=2)[CH2:5]1.F[B-](F)(F)F.F[B-](F)(F)F.[Cl:46]C[N+]12CC[N+](F)(CC1)CC2. (3) The reactants are: [OH:1]OS([O-])=O.[K+].[CH2:7]([NH:15][CH2:16][C:17]1[CH:22]=[CH:21][C:20]([S:23][C:24]2[CH:32]=[CH:31][C:27]([C:28]([NH2:30])=[O:29])=[CH:26][CH:25]=2)=[CH:19][CH:18]=1)[CH2:8][C:9]1[CH:14]=[CH:13][CH:12]=[CH:11][CH:10]=1.Cl.S(=O)(O)[O-].[Na+].[OH2:39]. Given the product [CH2:7]([NH:15][CH2:16][C:17]1[CH:22]=[CH:21][C:20]([S:23]([C:24]2[CH:25]=[CH:26][C:27]([C:28]([NH2:30])=[O:29])=[CH:31][CH:32]=2)(=[O:1])=[O:39])=[CH:19][CH:18]=1)[CH2:8][C:9]1[CH:10]=[CH:11][CH:12]=[CH:13][CH:14]=1, predict the reactants needed to synthesize it. (4) Given the product [CH2:19]([S:20]([NH:23][C:6]([N:43]1[CH2:44][CH2:45][N:40]([C:29]2[C:28]([C:26]#[N:27])=[CH:38][C:32]([C:33]([O:35][CH2:36][CH3:37])=[O:34])=[C:31]([CH3:39])[N:30]=2)[CH2:41][CH2:42]1)=[O:7])(=[O:21])=[O:22])[C:13]1[CH:14]=[CH:15][CH:16]=[CH:17][CH:18]=1, predict the reactants needed to synthesize it. The reactants are: C1N=CN([C:6](N2C=NC=C2)=[O:7])C=1.[C:13]1([CH2:19][S:20]([NH2:23])(=[O:22])=[O:21])[CH:18]=[CH:17][CH:16]=[CH:15][CH:14]=1.Cl.Cl.[C:26]([C:28]1[C:29]([N:40]2[CH2:45][CH2:44][NH:43][CH2:42][CH2:41]2)=[N:30][C:31]([CH3:39])=[C:32]([CH:38]=1)[C:33]([O:35][CH2:36][CH3:37])=[O:34])#[N:27].CCN(C(C)C)C(C)C. (5) Given the product [Cl:29][C:25]1[CH:26]=[C:27]([CH3:28])[C:22]([C:21]([NH:20][CH2:19][CH2:18][CH:17]([N:14]2[CH2:15][CH2:16][CH:11]([NH:10][C@H:3]([C:4]3[CH:5]=[CH:6][CH:7]=[CH:8][CH:9]=3)[CH2:2][NH:1][CH2:39][C:35]3[N:34]([CH3:33])[CH:38]=[CH:37][CH:36]=3)[CH2:12][CH2:13]2)[CH3:32])=[O:31])=[C:23]([CH3:30])[N:24]=1, predict the reactants needed to synthesize it. The reactants are: [NH2:1][CH2:2][C@H:3]([NH:10][CH:11]1[CH2:16][CH2:15][N:14]([CH:17]([CH3:32])[CH2:18][CH2:19][NH:20][C:21](=[O:31])[C:22]2[C:27]([CH3:28])=[CH:26][C:25]([Cl:29])=[N:24][C:23]=2[CH3:30])[CH2:13][CH2:12]1)[C:4]1[CH:9]=[CH:8][CH:7]=[CH:6][CH:5]=1.[CH3:33][N:34]1[CH:38]=[CH:37][CH:36]=[C:35]1[CH:39]=O.[BH4-].[Na+].[NH4+].[Cl-]. (6) Given the product [Br:29][C:27]1[CH:28]=[C:23]2[C:24](=[CH:25][CH:26]=1)[O:14][C:11]1([CH2:12][CH2:13][N:8]([C:1]([O:3][C:4]([CH3:7])([CH3:6])[CH3:5])=[O:2])[CH2:9][CH2:10]1)[CH2:20][C:21]2=[O:22], predict the reactants needed to synthesize it. The reactants are: [C:1]([N:8]1[CH2:13][CH2:12][C:11](=[O:14])[CH2:10][CH2:9]1)([O:3][C:4]([CH3:7])([CH3:6])[CH3:5])=[O:2].N1CCCC1.[CH3:20][C:21]([C:23]1[CH:28]=[C:27]([Br:29])[CH:26]=[CH:25][C:24]=1O)=[O:22]. (7) Given the product [CH3:30][N:31]([CH3:41])[C:32]1[CH:37]=[CH:36][C:35]([C:9]2[CH:21]=[CH:20][C:12]([C:13]([O:15][C:16]([CH3:19])([CH3:18])[CH3:17])=[O:14])=[C:11]([NH:22][C:23]3[CH:28]=[CH:27][C:26]([F:29])=[CH:25][CH:24]=3)[CH:10]=2)=[CH:34][CH:33]=1, predict the reactants needed to synthesize it. The reactants are: C1(C)C=CC=CC=1.Br[C:9]1[CH:21]=[CH:20][C:12]([C:13]([O:15][C:16]([CH3:19])([CH3:18])[CH3:17])=[O:14])=[C:11]([NH:22][C:23]2[CH:28]=[CH:27][C:26]([F:29])=[CH:25][CH:24]=2)[CH:10]=1.[CH3:30][N:31]([CH3:41])[C:32]1[CH:37]=[CH:36][C:35](B(O)O)=[CH:34][CH:33]=1.C(=O)([O-])O.[Na+]. (8) Given the product [Cl:1][C:2]1[CH:9]=[C:8]([CH3:10])[CH:7]=[CH:6][C:3]=1[CH:4]([C:11]1[CH:16]=[CH:15][CH:14]=[CH:13][CH:12]=1)[NH2:5], predict the reactants needed to synthesize it. The reactants are: [Cl:1][C:2]1[CH:9]=[C:8]([CH3:10])[CH:7]=[CH:6][C:3]=1[C:4]#[N:5].[C:11]1([Mg]Br)[CH:16]=[CH:15][CH:14]=[CH:13][CH:12]=1.CO.[BH4-].[Na+].